Dataset: Forward reaction prediction with 1.9M reactions from USPTO patents (1976-2016). Task: Predict the product of the given reaction. (1) Given the reactants [Br:1][C:2]1[CH:7]=[C:6]([F:8])[CH:5]=[CH:4][C:3]=1[OH:9].C(=O)([O-])[O-].[K+].[K+].Br[CH:17]1[CH2:21][CH2:20][O:19][CH2:18]1, predict the reaction product. The product is: [Br:1][C:2]1[CH:7]=[C:6]([F:8])[CH:5]=[CH:4][C:3]=1[O:9][CH:17]1[CH2:21][CH2:20][O:19][CH2:18]1. (2) Given the reactants [F:1][C:2]1[CH:7]=[CH:6][C:5]([C@:8]2([CH2:32][CH2:33][CH2:34][OH:35])[O:13][C:12](=[O:14])[N:11]([C@H:15]([C:17]3[CH:22]=[CH:21][C:20](B4OC(C)(C)C(C)(C)O4)=[CH:19][CH:18]=3)[CH3:16])[CH2:10][CH2:9]2)=[CH:4][CH:3]=1.Cl[C:37]1[CH:38]=[CH:39][C:40](=[O:43])[NH:41][N:42]=1, predict the reaction product. The product is: [F:1][C:2]1[CH:7]=[CH:6][C:5]([C@:8]2([CH2:32][CH2:33][CH2:34][OH:35])[O:13][C:12](=[O:14])[N:11]([C@H:15]([C:17]3[CH:22]=[CH:21][C:20]([C:37]4[CH:38]=[CH:39][C:40](=[O:43])[NH:41][N:42]=4)=[CH:19][CH:18]=3)[CH3:16])[CH2:10][CH2:9]2)=[CH:4][CH:3]=1. (3) Given the reactants [CH3:1][O:2][CH2:3][C@@H:4]([NH2:6])[CH3:5].C(OC(=O)[NH:13][C@H:14]1[CH2:19][CH2:18][C@@H:17]([N:20]2[C:25](=[O:26])[C:24]3[CH:27]=[C:28]([F:31])[CH:29]=[N:30][C:23]=3[N:22]([C:32]3[CH:33]=[C:34]([C:38]4[CH:43]=[CH:42][C:41]([OH:44])=[CH:40][C:39]=4[CH:45]=O)[CH:35]=[CH:36][CH:37]=3)[C:21]2=[O:47])[CH2:16][CH2:15]1)(C)(C)C.[C:49](O[BH-](OC(=O)C)OC(=O)C)(=O)C.[Na+].C=O.[F:65][C:66]1[CH:67]=[CH:68][C:69]2[N:70]([CH:72]=[C:73]([CH:75]=O)[N:74]=2)[CH:71]=1, predict the reaction product. The product is: [F:31][C:28]1[CH:29]=[N:30][C:23]2[N:22]([C:32]3[CH:33]=[C:34]([C:38]4[CH:43]=[CH:42][C:41]([OH:44])=[CH:40][C:39]=4[CH2:45][N:6]([C@@H:4]([CH3:5])[CH2:3][O:2][CH3:1])[CH3:49])[CH:35]=[CH:36][CH:37]=3)[C:21](=[O:47])[N:20]([C@H:17]3[CH2:16][CH2:15][C@@H:14]([NH:13][CH2:75][C:73]4[N:74]=[C:69]5[CH:68]=[CH:67][C:66]([F:65])=[CH:71][N:70]5[CH:72]=4)[CH2:19][CH2:18]3)[C:25](=[O:26])[C:24]=2[CH:27]=1. (4) Given the reactants [CH:1]1([N:6]2[CH2:12][C:11]([F:14])([F:13])[C:10](=[O:15])[N:9]([CH3:16])[C:8]3[CH:17]=[N:18][C:19]([NH:21][C:22]4[CH:30]=[CH:29][C:25]([C:26]([OH:28])=O)=[CH:24][C:23]=4[O:31][CH3:32])=[N:20][C:7]2=3)[CH2:5][CH2:4][CH2:3][CH2:2]1.CN(C(ON1N=[N:48][C:43]2[CH:44]=[CH:45][CH:46]=[N:47][C:42]1=2)=[N+](C)C)C.F[P-](F)(F)(F)(F)F.N[C@@H]1CCCN(C(OC(C)(C)C)=O)C1, predict the reaction product. The product is: [CH:1]1([N:6]2[CH2:12][C:11]([F:13])([F:14])[C:10](=[O:15])[N:9]([CH3:16])[C:8]3[CH:17]=[N:18][C:19]([NH:21][C:22]4[CH:30]=[CH:29][C:25]([C:26]([NH:48][C@@H:43]5[CH2:44][CH2:45][CH2:46][NH:47][CH2:42]5)=[O:28])=[CH:24][C:23]=4[O:31][CH3:32])=[N:20][C:7]2=3)[CH2:5][CH2:4][CH2:3][CH2:2]1. (5) Given the reactants CS(O)(=O)=O.[NH2:6][CH2:7][C:8]1[CH:9]=[C:10]2[C:14](=[CH:15][CH:16]=1)[C:13](=[O:17])[N:12]([CH:18]1[CH2:23][CH2:22][C:21](=[O:24])[NH:20][C:19]1=[O:25])[CH2:11]2.CN(C(ON1N=NC2C=CC=NC1=2)=[N+](C)C)C.F[P-](F)(F)(F)(F)F.[Cl:50][C:51]1[CH:56]=[CH:55][CH:54]=[CH:53][C:52]=1[C:57]([F:62])([F:61])[C:58](O)=[O:59].C(N(C(C)C)C(C)C)C, predict the reaction product. The product is: [Cl:50][C:51]1[CH:56]=[CH:55][CH:54]=[CH:53][C:52]=1[C:57]([F:61])([F:62])[C:58]([NH:6][CH2:7][C:8]1[CH:9]=[C:10]2[C:14](=[CH:15][CH:16]=1)[C:13](=[O:17])[N:12]([CH:18]1[CH2:23][CH2:22][C:21](=[O:24])[NH:20][C:19]1=[O:25])[CH2:11]2)=[O:59]. (6) Given the reactants Br[C:2]1[C:12]2[O:11][CH2:10][CH2:9][N:8]([C:13]([O:15][C:16]([CH3:19])([CH3:18])[CH3:17])=[O:14])[CH2:7][C:6]=2[CH:5]=[CH:4][CH:3]=1.[CH:20](/B(O)O)=[CH:21]/[CH3:22].C(O)C.C(=O)([O-])[O-].[Na+].[Na+], predict the reaction product. The product is: [CH:20](/[C:2]1[C:12]2[O:11][CH2:10][CH2:9][N:8]([C:13]([O:15][C:16]([CH3:19])([CH3:18])[CH3:17])=[O:14])[CH2:7][C:6]=2[CH:5]=[CH:4][CH:3]=1)=[CH:21]/[CH3:22]. (7) Given the reactants [F:1][C:2]1[CH:3]=[CH:4][C:5]([N+:18]([O-])=O)=[C:6]([CH:17]=1)[O:7][C@H:8]1[CH2:12][CH2:11][C@H:10]([NH:13][C:14](=[O:16])[CH3:15])[CH2:9]1, predict the reaction product. The product is: [NH2:18][C:5]1[CH:4]=[CH:3][C:2]([F:1])=[CH:17][C:6]=1[O:7][C@H:8]1[CH2:12][CH2:11][C@H:10]([NH:13][C:14](=[O:16])[CH3:15])[CH2:9]1.